Predict the reactants needed to synthesize the given product. From a dataset of Full USPTO retrosynthesis dataset with 1.9M reactions from patents (1976-2016). (1) Given the product [Cl:14][C:13]1[C:8]([C:7]2[C:2]([Cl:1])=[N:3][CH:4]=[C:5]([NH:16][CH2:17][CH:18]3[CH2:23][CH2:22][O:21][CH2:20][CH2:19]3)[N:6]=2)=[CH:9][C:10]([NH:30][C@H:27]2[CH2:28][CH2:29][C@H:24]([NH2:31])[CH2:25][CH2:26]2)=[N:11][CH:12]=1, predict the reactants needed to synthesize it. The reactants are: [Cl:1][C:2]1[N:3]=[CH:4][C:5]([NH:16][CH2:17][CH:18]2[CH2:23][CH2:22][O:21][CH2:20][CH2:19]2)=[N:6][C:7]=1[C:8]1[C:13]([Cl:14])=[CH:12][N:11]=[C:10](F)[CH:9]=1.[C@H:24]1([NH2:31])[CH2:29][CH2:28][C@H:27]([NH2:30])[CH2:26][CH2:25]1. (2) Given the product [N:36]1([CH2:42][CH2:43][O:25][C:24](=[O:26])[C@@H:23]([NH:22][C:20]([C:16]2[S:15][C:14]([NH:13][C:11](=[O:12])[CH2:10][C:5]3[CH:6]=[CH:7][CH:8]=[C:9]4[C:4]=3[CH:3]=[N:2][NH:1]4)=[N:18][C:17]=2[CH3:19])=[O:21])[CH2:27][NH:28][C:29]([C:31]2[S:32][CH:33]=[CH:34][CH:35]=2)=[O:30])[CH2:41][CH2:40][O:39][CH2:38][CH2:37]1, predict the reactants needed to synthesize it. The reactants are: [NH:1]1[C:9]2[C:4](=[C:5]([CH2:10][C:11]([NH:13][C:14]3[S:15][C:16]([C:20]([NH:22][C@@H:23]([CH2:27][NH:28][C:29]([C:31]4[S:32][CH:33]=[CH:34][CH:35]=4)=[O:30])[C:24]([OH:26])=[O:25])=[O:21])=[C:17]([CH3:19])[N:18]=3)=[O:12])[CH:6]=[CH:7][CH:8]=2)[CH:3]=[N:2]1.[N:36]1([CH2:42][CH2:43]O)[CH2:41][CH2:40][O:39][CH2:38][CH2:37]1.CCCP1(OP(CCC)(=O)OP(CCC)(=O)O1)=O.C(OCC)(=O)C.